Dataset: Forward reaction prediction with 1.9M reactions from USPTO patents (1976-2016). Task: Predict the product of the given reaction. (1) Given the reactants [NH2:1][C:2]1[CH:3]=[N:4][CH:5]=[CH:6][C:7]=1[N:8]1[CH2:13][C@H:12]([C:14]([F:17])([F:16])[F:15])[CH2:11][C@H:10]([NH:18][C:19](=[O:25])[O:20][C:21]([CH3:24])([CH3:23])[CH3:22])[CH2:9]1.[C:26]([O:30][C:31]([NH:33][C:34]1[O:42][C:41]2[C:36](=[N:37][CH:38]=[C:39]([CH:43]=[CH2:44])[CH:40]=2)[C:35]=1[C:45](O)=[O:46])=[O:32])([CH3:29])([CH3:28])[CH3:27].CCN(C(C)C)C(C)C.CN(C(ON1N=NC2C=CC=NC1=2)=[N+](C)C)C.F[P-](F)(F)(F)(F)F, predict the reaction product. The product is: [C:21]([O:20][C:19]([NH:18][C@H:10]1[CH2:11][C@@H:12]([C:14]([F:16])([F:15])[F:17])[CH2:13][N:8]([C:7]2[CH:6]=[CH:5][N:4]=[CH:3][C:2]=2[NH:1][C:45]([C:35]2[C:36]3=[N:37][CH:38]=[C:39]([CH:43]=[CH2:44])[CH:40]=[C:41]3[O:42][C:34]=2[NH:33][C:31](=[O:32])[O:30][C:26]([CH3:29])([CH3:28])[CH3:27])=[O:46])[CH2:9]1)=[O:25])([CH3:22])([CH3:24])[CH3:23]. (2) Given the reactants Br[C:2]1[CH:7]=[CH:6][C:5]([C:8]2[O:9][C:10]([CH3:13])=[N:11][N:12]=2)=[CH:4][C:3]=1[CH3:14].[CH:15]1([CH2:18][NH:19][C:20](=[O:37])[C:21]2[CH:26]=[CH:25][C:24]([CH3:27])=[C:23](B3OC(C)(C)C(C)(C)O3)[CH:22]=2)[CH2:17][CH2:16]1, predict the reaction product. The product is: [CH:15]1([CH2:18][NH:19][C:20]([C:21]2[CH:22]=[C:23]([C:2]3[CH:7]=[CH:6][C:5]([C:8]4[O:9][C:10]([CH3:13])=[N:11][N:12]=4)=[CH:4][C:3]=3[CH3:14])[C:24]([CH3:27])=[CH:25][CH:26]=2)=[O:37])[CH2:17][CH2:16]1.